The task is: Predict the reaction yield, written as a fraction of the theoretical maximum amount of product (1.0 means a 100% yield; for example, 0.34 means a 34% yield).. This data is from Reaction yield outcomes from USPTO patents with 853,638 reactions. (1) The reactants are [Br:1][C:2]1[CH:7]=[CH:6][C:5]([CH2:8]O)=[C:4]([F:10])[C:3]=1[F:11].P(Br)(Br)[Br:13]. The catalyst is C(Cl)Cl. The product is [Br:1][C:2]1[CH:7]=[CH:6][C:5]([CH2:8][Br:13])=[C:4]([F:10])[C:3]=1[F:11]. The yield is 0.515. (2) The reactants are [N+:1]([C:4]1[CH:5]=[CH:6][C:7]2[S:13][CH2:12][CH2:11][NH:10][CH2:9][C:8]=2[CH:14]=1)([O-])=O.O.NN. The catalyst is C(O)C.[Pd]. The product is [CH:14]1[C:8]2[CH2:9][NH:10][CH2:11][CH2:12][S:13][C:7]=2[CH:6]=[CH:5][C:4]=1[NH2:1]. The yield is 0.900. (3) The reactants are [ClH:1].[NH2:2][C:3]1[N:4]=[CH:5][C:6]([C:18]2[CH:39]=[CH:38][C:21]([O:22][CH2:23][CH2:24][N:25]3[CH2:30][CH2:29][N:28](C(OC(C)(C)C)=O)[CH2:27][CH2:26]3)=[CH:20][CH:19]=2)=[N:7][C:8]=1[C:9]([NH:11][C:12]1[CH:13]=[N:14][CH:15]=[CH:16][CH:17]=1)=[O:10]. The catalyst is CO. The product is [ClH:1].[NH2:2][C:3]1[C:8]([C:9]([NH:11][C:12]2[CH:13]=[N:14][CH:15]=[CH:16][CH:17]=2)=[O:10])=[N:7][C:6]([C:18]2[CH:39]=[CH:38][C:21]([O:22][CH2:23][CH2:24][N:25]3[CH2:30][CH2:29][NH:28][CH2:27][CH2:26]3)=[CH:20][CH:19]=2)=[CH:5][N:4]=1. The yield is 0.880. (4) The product is [CH3:1][O:3][C:4]([C:5]1[CH:10]=[CH:9][C:8]([B:14]([OH:18])[OH:15])=[CH:7][CH:6]=1)=[O:13]. The yield is 0.790. The reactants are [CH2:1]([O:3][C:4](=[O:13])[C:5]1[CH:10]=[CH:9][C:8](N)=[C:7](N)[CH:6]=1)C.[B:14]1(B2OC(C)(C)C(C)(C)O2)[O:18]C(C)(C)C(C)(C)[O:15]1.C([O-])(=O)C.[K+]. The catalyst is O1CCOCC1.C(OCC)(=O)C.C1C=CC([P]([Pd]([P](C2C=CC=CC=2)(C2C=CC=CC=2)C2C=CC=CC=2)([P](C2C=CC=CC=2)(C2C=CC=CC=2)C2C=CC=CC=2)[P](C2C=CC=CC=2)(C2C=CC=CC=2)C2C=CC=CC=2)(C2C=CC=CC=2)C2C=CC=CC=2)=CC=1. (5) The reactants are [OH-].[Na+].[CH2:3]([C:7]1[CH:12]=[CH:11][C:10]([C:13]2[N:17]=[C:16]([C:18]3[CH:34]=[CH:33][C:21]([CH2:22][NH:23][C@@H:24]4[CH2:27][C@H:26]([C:28]([O:30]CC)=[O:29])[CH2:25]4)=[CH:20][CH:19]=3)[O:15][N:14]=2)=[CH:9][CH:8]=1)[CH:4]([CH3:6])[CH3:5].[ClH:35]. The catalyst is C(O)C. The product is [ClH:35].[CH2:3]([C:7]1[CH:8]=[CH:9][C:10]([C:13]2[N:17]=[C:16]([C:18]3[CH:34]=[CH:33][C:21]([CH2:22][NH:23][C@@H:24]4[CH2:27][C@H:26]([C:28]([OH:30])=[O:29])[CH2:25]4)=[CH:20][CH:19]=3)[O:15][N:14]=2)=[CH:11][CH:12]=1)[CH:4]([CH3:6])[CH3:5]. The yield is 0.410.